Dataset: NCI-60 drug combinations with 297,098 pairs across 59 cell lines. Task: Regression. Given two drug SMILES strings and cell line genomic features, predict the synergy score measuring deviation from expected non-interaction effect. Drug 1: C1CCN(CC1)CCOC2=CC=C(C=C2)C(=O)C3=C(SC4=C3C=CC(=C4)O)C5=CC=C(C=C5)O. Drug 2: CC1CCC2CC(C(=CC=CC=CC(CC(C(=O)C(C(C(=CC(C(=O)CC(OC(=O)C3CCCCN3C(=O)C(=O)C1(O2)O)C(C)CC4CCC(C(C4)OC)O)C)C)O)OC)C)C)C)OC. Cell line: UO-31. Synergy scores: CSS=20.5, Synergy_ZIP=-5.24, Synergy_Bliss=-9.42, Synergy_Loewe=-21.1, Synergy_HSA=-7.27.